Dataset: Full USPTO retrosynthesis dataset with 1.9M reactions from patents (1976-2016). Task: Predict the reactants needed to synthesize the given product. (1) Given the product [CH3:1][O:2][C:3]([C:5]12[CH2:12][CH:11]3[CH2:10][CH:9]([CH2:8][C:7]([C:15]([NH:17][CH:18]([CH2:23][N:24]4[CH2:25][CH2:26][N:27]([CH2:40][C:39]([N:38]([CH3:43])[CH3:37])=[O:42])[CH2:28][CH2:29]4)[C:19]([O:21][CH3:22])=[O:20])=[O:16])([CH2:13]3)[CH2:6]1)[CH2:14]2)=[O:4], predict the reactants needed to synthesize it. The reactants are: [CH3:1][O:2][C:3]([C:5]12[CH2:14][CH:9]3[CH2:10][CH:11]([CH2:13][C:7]([C:15]([NH:17][CH:18]([CH2:23][N:24]4[CH2:29][CH2:28][NH:27][CH2:26][CH2:25]4)[C:19]([O:21][CH3:22])=[O:20])=[O:16])([CH2:8]3)[CH2:6]1)[CH2:12]2)=[O:4].CCN(CC)CC.[CH3:37][N:38]([CH3:43])[C:39](=[O:42])[CH2:40]Cl. (2) Given the product [C:6]([C:5]1[CH:4]=[C:3]2[C:2](=[CH:9][CH:8]=1)[NH:1][C:26]([Si:27]([CH2:32][CH3:33])([CH2:30][CH3:31])[CH2:28][CH3:29])=[C:25]2[CH2:24][CH2:23][NH:22][C:20](=[O:21])[C:19]1[CH:18]=[CH:17][C:16]([CH2:15][C:14]2[CH:36]=[CH:37][CH:38]=[C:12]([F:11])[CH:13]=2)=[CH:35][CH:34]=1)#[N:7], predict the reactants needed to synthesize it. The reactants are: [NH2:1][C:2]1[CH:9]=[CH:8][C:5]([C:6]#[N:7])=[CH:4][C:3]=1I.[F:11][C:12]1[CH:13]=[C:14]([CH:36]=[CH:37][CH:38]=1)[CH2:15][C:16]1[CH:35]=[CH:34][C:19]([C:20]([NH:22][CH2:23][CH2:24][C:25]#[C:26][Si:27]([CH2:32][CH3:33])([CH2:30][CH3:31])[CH2:28][CH3:29])=[O:21])=[CH:18][CH:17]=1.[Cl-].[Li+].C(=O)([O-])[O-].[Na+].[Na+]. (3) Given the product [O:27]=[C:26]([N:1]1[C:5]2([CH2:10][CH2:9][CH2:8][N:7]([C:11]3[C:12]4[CH:19]=[CH:18][NH:17][C:13]=4[N:14]=[CH:15][N:16]=3)[CH2:6]2)[CH2:4][CH2:3][CH2:2]1)[CH2:28][C:29]#[N:30], predict the reactants needed to synthesize it. The reactants are: [NH:1]1[C:5]2([CH2:10][CH2:9][CH2:8][N:7]([C:11]3[C:12]4[CH:19]=[CH:18][NH:17][C:13]=4[N:14]=[CH:15][N:16]=3)[CH2:6]2)[CH2:4][CH2:3][CH2:2]1.CC1N([C:26]([CH2:28][C:29]#[N:30])=[O:27])N=C(C)C=1.C(N(CC)C(C)C)(C)C.C(=O)(O)[O-].[Na+]. (4) Given the product [CH3:1][O:2][C:3]([C:4]1[CH:5]=[C:6]([C:18]2[CH:19]=[CH:20][C:21]([O:22][CH3:23])=[C:16]([Cl:15])[CH:17]=2)[C:7]([O:11][CH3:12])=[C:8]([F:10])[CH:9]=1)=[O:14], predict the reactants needed to synthesize it. The reactants are: [CH3:1][O:2][C:3](=[O:14])[C:4]1[CH:9]=[C:8]([F:10])[C:7]([O:11][CH3:12])=[C:6](Br)[CH:5]=1.[Cl:15][C:16]1[CH:17]=[C:18](B(O)O)[CH:19]=[CH:20][C:21]=1[O:22][CH3:23].C([O-])([O-])=O.[Cs+].[Cs+].CN(C=O)C. (5) Given the product [CH2:20]([C:19]([C:3]1[C:4]2[C:9](=[C:8]([CH:10]=[O:11])[CH:7]=[CH:6][CH:5]=2)[NH:1][CH:2]=1)([C:16]1[CH:15]=[CH:14][C:13]([F:12])=[CH:18][CH:17]=1)[CH2:22][CH3:23])[CH3:21], predict the reactants needed to synthesize it. The reactants are: [NH:1]1[C:9]2[C:4](=[CH:5][CH:6]=[CH:7][C:8]=2[CH:10]=[O:11])[CH:3]=[CH:2]1.[F:12][C:13]1[CH:18]=[CH:17][C:16]([C:19](O)([CH2:22][CH3:23])[CH2:20][CH3:21])=[CH:15][CH:14]=1.FC(F)(F)C(O)=O.C(=O)(O)[O-].[Na+]. (6) Given the product [Cl:1][C:2]1[N:7]=[C:6]([NH:8][C@H:9]2[CH2:14][CH2:13][CH2:12][C@@H:11]([NH:40][C:32]([N:45]3[CH2:49][CH2:48][CH2:47][CH2:46]3)=[O:31])[CH2:10]2)[C:5]([F:18])=[CH:4][N:3]=1, predict the reactants needed to synthesize it. The reactants are: [Cl:1][C:2]1[N:7]=[C:6]([NH:8][C@H:9]2[CH2:14][CH2:13][CH2:12][C@@H:11](C(O)=O)[CH2:10]2)[C:5]([F:18])=[CH:4][N:3]=1.N(P([O:31][C:32]1C=CC=CC=1)(OC1C=CC=CC=1)=O)=[N+]=[N-].C([N:40](CC)CC)C.[NH:45]1[CH2:49][CH2:48][CH2:47][CH2:46]1. (7) Given the product [CH2:1]([N:8]1[CH2:13][CH2:12][C:11](=[O:14])[C:10]([CH3:16])([CH3:15])[CH2:9]1)[C:2]1[CH:3]=[CH:4][CH:5]=[CH:6][CH:7]=1, predict the reactants needed to synthesize it. The reactants are: [CH2:1]([N:8]1[CH2:13][CH2:12][C:11](=[O:14])[CH:10]([CH3:15])[CH2:9]1)[C:2]1[CH:7]=[CH:6][CH:5]=[CH:4][CH:3]=1.[CH3:16]C([O-])(C)C.[Na+].CCCCCC.CCOC(C)=O.